Dataset: Full USPTO retrosynthesis dataset with 1.9M reactions from patents (1976-2016). Task: Predict the reactants needed to synthesize the given product. (1) The reactants are: N[C:2]1[S:3][C:4]2[CH2:5][N:6]([CH3:11])[CH2:7][CH2:8][C:9]=2[N:10]=1.N([O-])=O.[Na+].[OH-].[K+]. Given the product [CH3:11][N:6]1[CH2:7][CH2:8][C:9]2[N:10]=[CH:2][S:3][C:4]=2[CH2:5]1, predict the reactants needed to synthesize it. (2) Given the product [CH3:1][O:2][C:3]1[CH:4]=[CH:5][C:6]([CH2:7][N:8]([CH2:40][C:41]2[CH:42]=[CH:43][C:44]([O:47][CH3:48])=[CH:45][CH:46]=2)[C:9]2[N:14]=[CH:13][C:12]([C:15]3[C:16]4[CH2:29][CH2:28][N:27]([C:30]5[CH:38]=[CH:37][C:33]([C:34]([NH:51][CH2:52][C:53]6[CH:58]=[CH:57][N:56]=[CH:55][CH:54]=6)=[O:36])=[CH:32][C:31]=5[F:39])[C:17]=4[N:18]=[C:19]([N:21]4[CH2:22][CH2:23][O:24][CH2:25][CH2:26]4)[N:20]=3)=[CH:11][N:10]=2)=[CH:49][CH:50]=1, predict the reactants needed to synthesize it. The reactants are: [CH3:1][O:2][C:3]1[CH:50]=[CH:49][C:6]([CH2:7][N:8]([CH2:40][C:41]2[CH:46]=[CH:45][C:44]([O:47][CH3:48])=[CH:43][CH:42]=2)[C:9]2[N:14]=[CH:13][C:12]([C:15]3[C:16]4[CH2:29][CH2:28][N:27]([C:30]5[CH:38]=[CH:37][C:33]([C:34]([OH:36])=O)=[CH:32][C:31]=5[F:39])[C:17]=4[N:18]=[C:19]([N:21]4[CH2:26][CH2:25][O:24][CH2:23][CH2:22]4)[N:20]=3)=[CH:11][N:10]=2)=[CH:5][CH:4]=1.[NH2:51][CH2:52][C:53]1[CH:58]=[CH:57][N:56]=[CH:55][CH:54]=1. (3) Given the product [CH2:21]([NH:28][C@@H:7]1[CH2:6][C@H:5]([C:9]2[CH:14]=[CH:13][N:12]=[CH:11][C:10]=2[N+:15]([O-:17])=[O:16])[O:4][C@@H:3]2[CH2:18][CH2:19][CH2:20][C@:2]12[OH:1])[C:22]1[CH:27]=[CH:26][CH:25]=[CH:24][CH:23]=1, predict the reactants needed to synthesize it. The reactants are: [OH:1][C@:2]12[CH2:20][CH2:19][CH2:18][C@H:3]1[O:4][C@@H:5]([C:9]1[CH:14]=[CH:13][N:12]=[CH:11][C:10]=1[N+:15]([O-:17])=[O:16])[CH2:6][C:7]2=O.[CH2:21]([NH2:28])[C:22]1[CH:27]=[CH:26][CH:25]=[CH:24][CH:23]=1.[Li+].[BH4-]. (4) Given the product [CH:20]([NH:23][C:4]([C:6]1[C:7]([C:11]2[NH:12][C:13]3[CH:19]=[CH:18][CH:17]=[CH:16][C:14]=3[N:15]=2)=[N:8][NH:9][CH:10]=1)=[O:5])([CH3:22])[CH3:21], predict the reactants needed to synthesize it. The reactants are: C(O[C:4]([C:6]1[C:7]([C:11]2[NH:15][C:14]3[CH:16]=[CH:17][CH:18]=[CH:19][C:13]=3[N:12]=2)=[N:8][NH:9][CH:10]=1)=[O:5])C.[CH:20]([NH2:23])([CH3:22])[CH3:21].C[Al](C)C. (5) Given the product [C:27]1([C:25]([C:19]2[CH:20]=[CH:21][CH:22]=[CH:23][CH:24]=2)=[N:26][C:2]2[C:3]3[CH2:4][CH2:5][C@H:6]([N:14]4[CH2:18][CH2:17][CH2:16][CH2:15]4)[CH2:7][C:8]=3[C:9]([O:12][CH3:13])=[CH:10][CH:11]=2)[CH:28]=[CH:29][CH:30]=[CH:31][CH:32]=1, predict the reactants needed to synthesize it. The reactants are: Br[C:2]1[CH:11]=[CH:10][C:9]([O:12][CH3:13])=[C:8]2[C:3]=1[CH2:4][CH2:5][C@H:6]([N:14]1[CH2:18][CH2:17][CH2:16][CH2:15]1)[CH2:7]2.[C:19]1([C:25]([C:27]2[CH:32]=[CH:31][CH:30]=[CH:29][CH:28]=2)=[NH:26])[CH:24]=[CH:23][CH:22]=[CH:21][CH:20]=1.CC(C)([O-])C.[Na+].C(=O)([O-])O.[Na+]. (6) Given the product [Br:26][C:27]1[CH:28]=[CH:29][CH:30]=[C:31]2[C:36]=1[C:35]([C:37]([N:20]1[CH2:21][CH2:22][CH:17]([N:15]3[C:14](=[O:23])[C:13]([CH3:25])([CH3:24])[C:12]([C:6]4[CH:7]=[CH:8][C:9]([O:10][CH3:11])=[C:4]([O:3][CH3:2])[CH:5]=4)=[N:16]3)[CH2:18][CH2:19]1)=[O:38])=[CH:34][CH:33]=[CH:32]2, predict the reactants needed to synthesize it. The reactants are: Cl.[CH3:2][O:3][C:4]1[CH:5]=[C:6]([C:12]2[C:13]([CH3:25])([CH3:24])[C:14](=[O:23])[N:15]([CH:17]3[CH2:22][CH2:21][NH:20][CH2:19][CH2:18]3)[N:16]=2)[CH:7]=[CH:8][C:9]=1[O:10][CH3:11].[Br:26][C:27]1[CH:28]=[CH:29][CH:30]=[C:31]2[C:36]=1[C:35]([C:37](Cl)=[O:38])=[CH:34][CH:33]=[CH:32]2.